Dataset: Catalyst prediction with 721,799 reactions and 888 catalyst types from USPTO. Task: Predict which catalyst facilitates the given reaction. (1) Reactant: Br[C:2]1[CH:3]=[C:4]([CH2:8][C:9]([P:21](=[O:30])([O:26][CH:27]([CH3:29])[CH3:28])[O:22][CH:23]([CH3:25])[CH3:24])([P:11](=[O:20])([O:16][CH:17]([CH3:19])[CH3:18])[O:12][CH:13]([CH3:15])[CH3:14])[F:10])[CH:5]=[N:6][CH:7]=1.[CH3:31][C:32]1[C:36](B(O)O)=[C:35]([CH3:40])[O:34][N:33]=1.C(=O)([O-])[O-].[K+].[K+]. Product: [CH3:31][C:32]1[C:36]([C:2]2[CH:3]=[C:4]([CH2:8][C:9]([P:21](=[O:30])([O:22][CH:23]([CH3:24])[CH3:25])[O:26][CH:27]([CH3:29])[CH3:28])([P:11](=[O:20])([O:16][CH:17]([CH3:18])[CH3:19])[O:12][CH:13]([CH3:15])[CH3:14])[F:10])[CH:5]=[N:6][CH:7]=2)=[C:35]([CH3:40])[O:34][N:33]=1. The catalyst class is: 57. (2) Reactant: [Cl:1][C:2]1[C:7]([C:8]2[CH:13]=[CH:12][CH:11]=[C:10]([N+:14]([O-])=O)[CH:9]=2)=[CH:6][C:5]([C:17]([NH:19][C:20]2[CH:25]=[CH:24][CH:23]=[C:22]([C:26]([F:29])([F:28])[F:27])[CH:21]=2)=[O:18])=[CH:4][CH:3]=1.NC1C=CC=CC=1. Product: [NH2:14][C:10]1[CH:9]=[C:8]([C:7]2[C:2]([Cl:1])=[CH:3][CH:4]=[C:5]([C:17]([NH:19][C:20]3[CH:25]=[CH:24][CH:23]=[C:22]([C:26]([F:29])([F:27])[F:28])[CH:21]=3)=[O:18])[CH:6]=2)[CH:13]=[CH:12][CH:11]=1. The catalyst class is: 105.